From a dataset of Catalyst prediction with 721,799 reactions and 888 catalyst types from USPTO. Predict which catalyst facilitates the given reaction. (1) Reactant: C(OC([NH:8][C:9]([CH3:30])([CH3:29])[CH2:10][O:11][C:12](=[O:28])[C@H:13]([CH:25]([CH3:27])[CH3:26])[NH:14][C:15]([O:17][CH2:18][C:19]1[CH:24]=[CH:23][CH:22]=[CH:21][CH:20]=1)=[O:16])=O)(C)(C)C.FC(F)(F)C(O)=O. Product: [NH2:8][C:9]([CH3:30])([CH3:29])[CH2:10][O:11][C:12](=[O:28])[C@H:13]([CH:25]([CH3:26])[CH3:27])[NH:14][C:15]([O:17][CH2:18][C:19]1[CH:24]=[CH:23][CH:22]=[CH:21][CH:20]=1)=[O:16]. The catalyst class is: 4. (2) Reactant: [CH2:1]([O:5][C:6]1[CH:11]=[CH:10][C:9]([S:12]([N:15](C)[CH:16]([CH:21]([CH3:23])[CH3:22])[C:17]([O:19]C)=[O:18])(=[O:14])=[O:13])=[CH:8][CH:7]=1)[CH:2]=[C:3]=[CH2:4].[OH-].[Li+].O. Product: [CH2:1]([O:5][C:6]1[CH:7]=[CH:8][C:9]([S:12]([NH:15][C@H:16]([C:17]([OH:19])=[O:18])[CH:21]([CH3:23])[CH3:22])(=[O:13])=[O:14])=[CH:10][CH:11]=1)[CH:2]=[C:3]=[CH2:4]. The catalyst class is: 83. (3) Reactant: [C:1]([O:5][C:6]([N:8]1[CH2:13][CH2:12][N:11]([C:14]2[C:15]3[N:16]([CH:25]=[C:26]([C:28]([O:30]CC)=[O:29])[N:27]=3)[C:17]([C:20]3[S:21][CH:22]=[CH:23][CH:24]=3)=[CH:18][N:19]=2)[CH2:10][CH2:9]1)=[O:7])([CH3:4])([CH3:3])[CH3:2].[Li+].[OH-].O. Product: [C:1]([O:5][C:6]([N:8]1[CH2:13][CH2:12][N:11]([C:14]2[C:15]3[N:16]([CH:25]=[C:26]([C:28]([OH:30])=[O:29])[N:27]=3)[C:17]([C:20]3[S:21][CH:22]=[CH:23][CH:24]=3)=[CH:18][N:19]=2)[CH2:10][CH2:9]1)=[O:7])([CH3:4])([CH3:2])[CH3:3]. The catalyst class is: 1. (4) Reactant: N1C2NCCCC=2C=CC=1CC(N)[OH:13].CCOC(/N=N/C(OCC)=O)=O.CC1(C)[C@H](C2C=CC(O)=CC=2)[C@@H]1CC(OCC)=O.[C:45]1([P:51]([C:58]2[CH:63]=[CH:62][CH:61]=[CH:60][CH:59]=2)[C:52]2[CH:57]=[CH:56][CH:55]=[CH:54][CH:53]=2)[CH:50]=[CH:49][CH:48]=[CH:47][CH:46]=1. Product: [C:58]1([P:51](=[O:13])([C:45]2[CH:46]=[CH:47][CH:48]=[CH:49][CH:50]=2)[C:52]2[CH:57]=[CH:56][CH:55]=[CH:54][CH:53]=2)[CH:59]=[CH:60][CH:61]=[CH:62][CH:63]=1. The catalyst class is: 3. (5) Reactant: C[O:2][C:3]1[CH:4]=[C:5]([Si:9]([C:26]2[CH:31]=[CH:30][CH:29]=[C:28]([O:32]C)[CH:27]=2)([C:18]2[CH:23]=[CH:22][CH:21]=[C:20]([O:24]C)[CH:19]=2)[C:10]2[CH:15]=[CH:14][CH:13]=[C:12]([O:16]C)[CH:11]=2)[CH:6]=[CH:7][CH:8]=1.B(Br)(Br)Br.[OH-].[Na+].[Na+].[Cl-]. Product: [OH:16][C:12]1[CH:11]=[C:10]([Si:9]([C:18]2[CH:23]=[CH:22][CH:21]=[C:20]([OH:24])[CH:19]=2)([C:5]2[CH:6]=[CH:7][CH:8]=[C:3]([OH:2])[CH:4]=2)[C:26]2[CH:31]=[CH:30][CH:29]=[C:28]([OH:32])[CH:27]=2)[CH:15]=[CH:14][CH:13]=1. The catalyst class is: 2. (6) Reactant: [CH3:1][N:2]([CH2:4][C:5]1[C:13]2[O:12][N:11]=[C:10]([CH2:14][CH2:15][CH:16]3[CH2:21][CH2:20][NH:19][CH2:18][CH2:17]3)[C:9]=2[CH:8]=[CH:7][C:6]=1[CH2:22][O:23][C:24]1[CH:31]=[CH:30][C:27]([C:28]#[N:29])=[CH:26][CH:25]=1)[CH3:3].[CH:32]([C:34]1[CH:39]=[CH:38][CH:37]=[CH:36][N:35]=1)=O.C(O[BH-](OC(=O)C)OC(=O)C)(=O)C.[Na+].C(=O)(O)[O-].[Na+].C(=O)([O-])[O-].[Na+].[Na+]. Product: [CH3:1][N:2]([CH2:4][C:5]1[C:13]2[O:12][N:11]=[C:10]([CH2:14][CH2:15][CH:16]3[CH2:21][CH2:20][N:19]([CH2:32][C:34]4[CH:39]=[CH:38][CH:37]=[CH:36][N:35]=4)[CH2:18][CH2:17]3)[C:9]=2[CH:8]=[CH:7][C:6]=1[CH2:22][O:23][C:24]1[CH:25]=[CH:26][C:27]([C:28]#[N:29])=[CH:30][CH:31]=1)[CH3:3]. The catalyst class is: 322. (7) Reactant: [Cl:1][C:2]1[C:3]([C:7]([F:10])([F:9])[F:8])=[N:4][NH:5][CH:6]=1.C([O-])([O-])=O.[K+].[K+].Cl[CH2:18][C:19]([N:21]1[CH2:26][CH2:25][N:24]([C:27]2[CH:32]=[CH:31][C:30]([F:33])=[CH:29][CH:28]=2)[CH2:23][CH2:22]1)=[O:20].CN(C=O)C. Product: [Cl:1][C:2]1[C:3]([C:7]([F:10])([F:9])[F:8])=[N:4][N:5]([CH2:18][C:19]([N:21]2[CH2:22][CH2:23][N:24]([C:27]3[CH:32]=[CH:31][C:30]([F:33])=[CH:29][CH:28]=3)[CH2:25][CH2:26]2)=[O:20])[CH:6]=1. The catalyst class is: 195.